From a dataset of Reaction yield outcomes from USPTO patents with 853,638 reactions. Predict the reaction yield, written as a fraction of the theoretical maximum amount of product (1.0 means a 100% yield; for example, 0.34 means a 34% yield). The reactants are [Li+].[B-](CC)(CC)CC.[CH:9]1[C:21]2[CH:20]([O:22][C:23](=[O:114])[N:24]([CH3:113])[C@@H:25]([CH:110]([CH3:112])[CH3:111])[C:26]([NH:28][C@@H:29]([CH3:109])[C:30]([NH:32][C:33]3[CH:38]=[CH:37][C:36]([C:39]4[CH2:40][C@@H:41]5[N:47]([CH:48]=4)[C:46](=[O:49])[C:45]4[CH:50]=[C:51]([O:98][CH3:99])[C:52]([O:54][CH2:55][CH2:56][CH2:57][O:58][C:59]6[C:95]([O:96][CH3:97])=[CH:94][C:62]7[C:63](=[O:93])[N:64]8[CH:79]=[C:78]([C:80]9[CH:85]=[CH:84][C:83]([N:86]%10[CH2:91][CH2:90][N:89]([CH3:92])[CH2:88][CH2:87]%10)=[CH:82][CH:81]=9)[CH2:77][C@H:65]8[C:66](=O)[N:67](COCC[Si](C)(C)C)[C:61]=7[CH:60]=6)=[CH:53][C:44]=4[N:43](COCC[Si](C)(C)C)[C:42]5=O)=[CH:35][CH:34]=3)=[O:31])=[O:27])[C:19]3[C:14](=[CH:15][CH:16]=[CH:17][CH:18]=3)[C:13]=2[CH:12]=[CH:11][CH:10]=1. The catalyst is C1COCC1. The product is [CH:18]1[C:19]2[CH:20]([O:22][C:23](=[O:114])[N:24]([CH3:113])[C@@H:25]([CH:110]([CH3:111])[CH3:112])[C:26]([NH:28][C@@H:29]([CH3:109])[C:30]([NH:32][C:33]3[CH:34]=[CH:35][C:36]([C:39]4[CH2:40][C@@H:41]5[N:47]([CH:48]=4)[C:46](=[O:49])[C:45]4[CH:50]=[C:51]([O:98][CH3:99])[C:52]([O:54][CH2:55][CH2:56][CH2:57][O:58][C:59]6[C:95]([O:96][CH3:97])=[CH:94][C:62]7[C:63](=[O:93])[N:64]8[CH:79]=[C:78]([C:80]9[CH:81]=[CH:82][C:83]([N:86]%10[CH2:87][CH2:88][N:89]([CH3:92])[CH2:90][CH2:91]%10)=[CH:84][CH:85]=9)[CH2:77][C@H:65]8[CH:66]=[N:67][C:61]=7[CH:60]=6)=[CH:53][C:44]=4[N:43]=[CH:42]5)=[CH:37][CH:38]=3)=[O:31])=[O:27])[C:21]3[C:13](=[CH:12][CH:11]=[CH:10][CH:9]=3)[C:14]=2[CH:15]=[CH:16][CH:17]=1. The yield is 0.630.